From a dataset of Tyrosyl-DNA phosphodiesterase HTS with 341,365 compounds. Binary Classification. Given a drug SMILES string, predict its activity (active/inactive) in a high-throughput screening assay against a specified biological target. The compound is o1nc(nc1C1CN(C(=O)C1)c1cc(cc(c1)C)C)c1c(cccc1)C. The result is 0 (inactive).